From a dataset of Catalyst prediction with 721,799 reactions and 888 catalyst types from USPTO. Predict which catalyst facilitates the given reaction. (1) Reactant: [Cl:1][C:2]1[C:10]2[N:9]=[C:8]3[N:11]([C:15]4[CH:20]=[CH:19][C:18]([Cl:21])=[CH:17][C:16]=4[Cl:22])[CH2:12][CH2:13][CH2:14][N:7]3[C:6]=2[C:5]([C:23](=O)[CH2:24][CH3:25])=[CH:4][CH:3]=1.Cl.[CH2:28]([O:30][NH2:31])[CH3:29].N1C=CC=CC=1. Product: [CH2:28]([O:30]/[N:31]=[C:23](\[C:5]1[C:6]2[N:7]3[CH2:14][CH2:13][CH2:12][N:11]([C:15]4[CH:20]=[CH:19][C:18]([Cl:21])=[CH:17][C:16]=4[Cl:22])[C:8]3=[N:9][C:10]=2[C:2]([Cl:1])=[CH:3][CH:4]=1)/[CH2:24][CH3:25])[CH3:29]. The catalyst class is: 8. (2) The catalyst class is: 16. Reactant: [Cl:1][C:2]1[CH:3]=[C:4]([CH:19]=[CH:20][C:21]=1[C:22]([OH:24])=O)[C:5]([NH:7][CH2:8][C:9]1[NH:13][C:12]2[CH:14]=[CH:15][C:16]([Cl:18])=[CH:17][C:11]=2[N:10]=1)=[O:6].[OH:25][CH:26]1[CH2:31][CH2:30][NH:29][CH2:28][CH2:27]1.CN(C(ON1N=NC2C=CC=CC1=2)=[N+](C)C)C.[B-](F)(F)(F)F.C(N(CC)CC)C. Product: [Cl:1][C:2]1[CH:3]=[C:4]([CH:19]=[CH:20][C:21]=1[C:22]([N:29]1[CH2:30][CH2:31][CH:26]([OH:25])[CH2:27][CH2:28]1)=[O:24])[C:5]([NH:7][CH2:8][C:9]1[NH:13][C:12]2[CH:14]=[CH:15][C:16]([Cl:18])=[CH:17][C:11]=2[N:10]=1)=[O:6]. (3) Reactant: [O:1]1[C:5]2([CH2:10][CH2:9][CH2:8][CH2:7][CH:6]2[C:11]([OH:13])=O)[O:4][CH2:3][CH2:2]1.ON1C2C=CC=CC=2N=N1.O[NH:25][C:26](=[NH:28])[CH3:27]. Product: [O:4]1[C:5]2([CH2:10][CH2:9][CH2:8][CH2:7][CH:6]2[C:11]2[O:13][N:28]=[C:26]([CH3:27])[N:25]=2)[O:1][CH2:2][CH2:3]1. The catalyst class is: 7. (4) Reactant: [N:1]1[S:2][N:3]=[C:4]2[C:9]([S:10](Cl)(=[O:12])=[O:11])=[CH:8][CH:7]=[CH:6][C:5]=12.[NH2:14][C:15]1[N:19]([CH3:20])[N:18]=[C:17]([O:21][CH3:22])[C:16]=1[C:23]1[CH:31]=[CH:30][C:26]2[O:27][CH2:28][O:29][C:25]=2[CH:24]=1. Product: [O:27]1[C:26]2[CH:30]=[CH:31][C:23]([C:16]3[C:17]([O:21][CH3:22])=[N:18][N:19]([CH3:20])[C:15]=3[NH:14][S:10]([C:9]3[C:4]4[C:5](=[N:1][S:2][N:3]=4)[CH:6]=[CH:7][CH:8]=3)(=[O:12])=[O:11])=[CH:24][C:25]=2[O:29][CH2:28]1. The catalyst class is: 341. (5) Reactant: [CH3:1][O:2][C:3]([C:5]1[N:6]([NH2:10])[CH:7]=[N:8][CH:9]=1)=[O:4].[CH2:11]([N:18]1[CH2:22][CH:21]([C:23]([F:26])([F:25])[F:24])[CH:20]([C:27](O)=[O:28])[CH2:19]1)[C:12]1[CH:17]=[CH:16][CH:15]=[CH:14][CH:13]=1.CCN(C(C)C)C(C)C.CN(C(ON1N=NC2C=CC=NC1=2)=[N+](C)C)C.F[P-](F)(F)(F)(F)F. Product: [CH3:1][O:2][C:3]([C:5]1[N:6]([NH:10][C:27]([CH:20]2[CH:21]([C:23]([F:25])([F:24])[F:26])[CH2:22][N:18]([CH2:11][C:12]3[CH:17]=[CH:16][CH:15]=[CH:14][CH:13]=3)[CH2:19]2)=[O:28])[CH:7]=[N:8][CH:9]=1)=[O:4]. The catalyst class is: 3. (6) Reactant: [OH-].[Na+].[Cl:3][C:4]1[CH:5]=[C:6]([C:14]2[O:18][N:17]=[C:16]([C:19]3[CH:20]=[CH:21][C:22]4[O:28][CH2:27][CH:26]([CH2:29][CH2:30][C:31]([O:33]CC)=[O:32])[N:25]([C:36]([O:38][C:39]([CH3:42])([CH3:41])[CH3:40])=[O:37])[CH2:24][C:23]=4[CH:43]=3)[N:15]=2)[CH:7]=[CH:8][C:9]=1[O:10][CH:11]([CH3:13])[CH3:12]. Product: [Cl:3][C:4]1[CH:5]=[C:6]([C:14]2[O:18][N:17]=[C:16]([C:19]3[CH:20]=[CH:21][C:22]4[O:28][CH2:27][CH:26]([CH2:29][CH2:30][C:31]([OH:33])=[O:32])[N:25]([C:36]([O:38][C:39]([CH3:40])([CH3:42])[CH3:41])=[O:37])[CH2:24][C:23]=4[CH:43]=3)[N:15]=2)[CH:7]=[CH:8][C:9]=1[O:10][CH:11]([CH3:12])[CH3:13]. The catalyst class is: 8. (7) Reactant: [F:1][C:2]1[CH:7]=[C:6]([F:8])[CH:5]=[CH:4][C:3]=1[C@:9]1([CH2:17][I:18])[O:13][CH2:12][C@@H:11]([C:14](O)=[O:15])[CH2:10]1.O1CCCC1.[BH4-].[Na+].B(F)(F)F. Product: [F:1][C:2]1[CH:7]=[C:6]([F:8])[CH:5]=[CH:4][C:3]=1[C@:9]1([CH2:17][I:18])[O:13][CH2:12][C@@H:11]([CH2:14][OH:15])[CH2:10]1. The catalyst class is: 6.